From a dataset of Catalyst prediction with 721,799 reactions and 888 catalyst types from USPTO. Predict which catalyst facilitates the given reaction. (1) Reactant: [CH3:1][C:2]1[CH:7]=[CH:6][CH:5]=[C:4]([CH3:8])[C:3]=1[C:9]([N:11]1[CH2:17][C:16]2[CH:18]=[CH:19][C:20]([C:22]([O:24]C)=O)=[CH:21][C:15]=2[O:14][CH2:13][CH2:12]1)=[O:10].[NH2:26][OH:27].[OH-].[Na+].Cl. Product: [CH3:1][C:2]1[CH:7]=[CH:6][CH:5]=[C:4]([CH3:8])[C:3]=1[C:9]([N:11]1[CH2:17][C:16]2[CH:18]=[CH:19][C:20]([C:22]([NH:26][OH:27])=[O:24])=[CH:21][C:15]=2[O:14][CH2:13][CH2:12]1)=[O:10]. The catalyst class is: 92. (2) Reactant: [CH:1]1([C:7]2[C:15]3[C:10](=[CH:11][C:12]([C:16]([O:18][CH3:19])=[O:17])=[CH:13][CH:14]=3)[N:9]([CH2:20][CH:21]([O:24][CH3:25])[O:22][CH3:23])[C:8]=2[C:26]2[CH:31]=[CH:30][CH:29]=[CH:28][C:27]=2[CH:32]=O)[CH2:6][CH2:5][CH2:4][CH2:3][CH2:2]1.[CH3:34][N:35]([CH3:39])[CH2:36][CH2:37][NH2:38].C(O)(=O)C.[BH4-].[Na+]. Product: [CH:1]1([C:7]2[C:15]3[C:10](=[CH:11][C:12]([C:16]([O:18][CH3:19])=[O:17])=[CH:13][CH:14]=3)[N:9]([CH2:20][CH:21]([O:24][CH3:25])[O:22][CH3:23])[C:8]=2[C:26]2[CH:31]=[CH:30][CH:29]=[CH:28][C:27]=2[CH2:32][NH:38][CH2:37][CH2:36][N:35]([CH3:39])[CH3:34])[CH2:2][CH2:3][CH2:4][CH2:5][CH2:6]1. The catalyst class is: 1. (3) Reactant: Cl.[CH3:2][O:3][C:4]1[CH:5]=[C:6]([N:14]2[C:18]([C:19]3[CH:24]=[CH:23][C:22]([O:25][CH3:26])=[C:21]([NH2:27])[CH:20]=3)=[CH:17][N:16]=[N:15]2)[CH:7]=[C:8]([O:12][CH3:13])[C:9]=1[O:10][CH3:11].[CH2:28]([N:30](CC)[CH2:31]C)C.ClC(Cl)([O:38][C:39](=O)[O:40]C(Cl)(Cl)Cl)Cl. Product: [CH3:2][O:3][C:4]1[CH:5]=[C:6]([N:14]2[C:18]([C:19]3[CH:20]=[CH:21][C:22]([N:30]([CH3:31])[CH3:28])=[CH:23][CH:24]=3)=[CH:17][N:16]=[N:15]2)[CH:7]=[C:8]([O:12][CH3:13])[C:9]=1[O:10][CH3:11].[CH3:26][O:25][C:22]1[CH:23]=[CH:24][C:19]([C:18]2[N:14]([C:6]3[CH:7]=[C:8]([O:12][CH3:13])[C:9]([O:10][CH3:11])=[C:4]([O:3][CH3:2])[CH:5]=3)[N:15]=[N:16][CH:17]=2)=[CH:20][C:21]=1[NH:27][C:39](=[O:38])[O-:40]. The catalyst class is: 4. (4) Reactant: [CH3:1][O:2][CH:3]([O:32][CH3:33])[CH2:4][NH:5][CH:6]([C:10]1[N:11]([CH2:21][C:22]2[C:31]3[C:26](=[CH:27][CH:28]=[CH:29][CH:30]=3)[CH:25]=[CH:24][CH:23]=2)[C:12](=[O:20])[C:13]2[CH:19]=[CH:18][N:17]=[CH:16][C:14]=2[N:15]=1)[CH:7]([CH3:9])[CH3:8].[C:34](Cl)(=[O:41])[C:35]1[CH:40]=[CH:39][CH:38]=[CH:37][CH:36]=1.C(N(CC)CC)C. Product: [CH3:1][O:2][CH:3]([O:32][CH3:33])[CH2:4][N:5]([CH:6]([C:10]1[N:11]([CH2:21][C:22]2[C:31]3[C:26](=[CH:27][CH:28]=[CH:29][CH:30]=3)[CH:25]=[CH:24][CH:23]=2)[C:12](=[O:20])[C:13]2[CH:19]=[CH:18][N:17]=[CH:16][C:14]=2[N:15]=1)[CH:7]([CH3:9])[CH3:8])[C:34](=[O:41])[C:35]1[CH:40]=[CH:39][CH:38]=[CH:37][CH:36]=1. The catalyst class is: 2. (5) Product: [CH2:28]([O:29][CH2:30][CH2:31][O:23][C:21]1[C:20]([O:24][CH3:25])=[CH:19][C:6]2[C:7]3[N:12]([CH:3]([CH2:1][CH3:2])[CH2:4][C:5]=2[CH:22]=1)[CH:11]=[C:10]([C:13]([O:15][CH2:16][CH3:17])=[O:14])[C:9](=[O:18])[CH:8]=3)[CH3:27]. Reactant: [CH2:1]([CH:3]1[N:12]2[C:7](=[CH:8][C:9](=[O:18])[C:10]([C:13]([O:15][CH2:16][CH3:17])=[O:14])=[CH:11]2)[C:6]2[CH:19]=[C:20]([O:24][CH3:25])[C:21]([OH:23])=[CH:22][C:5]=2[CH2:4]1)[CH3:2].Br[CH2:27][CH2:28][O:29][CH2:30][CH3:31].C([O-])([O-])=O.[K+].[K+]. The catalyst class is: 3.